From a dataset of Forward reaction prediction with 1.9M reactions from USPTO patents (1976-2016). Predict the product of the given reaction. (1) The product is: [F:13][C:10]([F:11])([F:12])[C:8]([NH:27][CH:22]1[CH2:21][C:20]2[C:24](=[CH:25][CH:26]=[C:18]([N+:15]([O-:17])=[O:16])[CH:19]=2)[CH2:23]1)=[O:9]. Given the reactants [C:8](O[C:8]([C:10]([F:13])([F:12])[F:11])=[O:9])([C:10]([F:13])([F:12])[F:11])=[O:9].Cl.[N+:15]([C:18]1[CH:19]=[C:20]2[C:24](=[CH:25][CH:26]=1)[CH2:23][CH:22]([NH2:27])[CH2:21]2)([O-:17])=[O:16], predict the reaction product. (2) Given the reactants [NH2:1][C:2]1[N:7]=[C:6]([OH:8])[CH:5]=[CH:4][C:3]=1[Br:9].[CH3:10][Si]([N-][Si](C)(C)C)(C)C.[K+].C1(C)C=CC=CC=1.S(OC)(OC)(=O)=O, predict the reaction product. The product is: [Br:9][C:3]1[C:2]([NH2:1])=[N:7][C:6]([O:8][CH3:10])=[CH:5][CH:4]=1. (3) Given the reactants [Cl:1][C:2]1[CH:10]=[C:9]2[C:5]([C:6]([C:11]([C:13]3[C:14](Cl)=[N:15][CH:16]=[CH:17][CH:18]=3)=[O:12])=[CH:7][NH:8]2)=[CH:4][CH:3]=1.[CH:20]1([NH2:25])[CH2:24][CH2:23][CH2:22][CH2:21]1, predict the reaction product. The product is: [Cl:1][C:2]1[CH:10]=[C:9]2[C:5]([C:6]([C:11]([C:13]3[C:14]([NH:25][CH:20]4[CH2:24][CH2:23][CH2:22][CH2:21]4)=[N:15][CH:16]=[CH:17][CH:18]=3)=[O:12])=[CH:7][NH:8]2)=[CH:4][CH:3]=1. (4) Given the reactants [F:1][CH:2]([F:24])[O:3][C:4]1[CH:5]=[C:6]([N:10]2[CH:15]=[CH:14][C:13](=[O:16])[C:12]([C:17](=O)/[CH:18]=[CH:19]/[N:20](C)C)=[N:11]2)[CH:7]=[CH:8][CH:9]=1.[F:25][C:26]([F:37])([F:36])[O:27][C:28]1[CH:29]=[C:30]([NH:34]N)[CH:31]=[CH:32][CH:33]=1, predict the reaction product. The product is: [F:1][CH:2]([F:24])[O:3][C:4]1[CH:5]=[C:6]([N:10]2[CH:15]=[CH:14][C:13](=[O:16])[C:12]([C:17]3[N:34]([C:30]4[CH:31]=[CH:32][CH:33]=[C:28]([O:27][C:26]([F:25])([F:36])[F:37])[CH:29]=4)[N:20]=[CH:19][CH:18]=3)=[N:11]2)[CH:7]=[CH:8][CH:9]=1. (5) Given the reactants Cl[CH2:2][O:3][C:4]([C:6]1[CH:11]=[CH:10][C:9](=[O:12])[N:8]([CH2:13][CH2:14][O:15][C:16](=[O:32])[C@H:17]([CH:29]([CH3:31])[CH3:30])[NH:18][C:19]([O:21][CH2:22][C:23]2[CH:28]=[CH:27][CH:26]=[CH:25][CH:24]=2)=[O:20])[CH:7]=1)=[O:5].[I-:33].[Na+], predict the reaction product. The product is: [I:33][CH2:2][O:3][C:4]([C:6]1[CH:11]=[CH:10][C:9](=[O:12])[N:8]([CH2:13][CH2:14][O:15][C:16](=[O:32])[C@H:17]([CH:29]([CH3:31])[CH3:30])[NH:18][C:19]([O:21][CH2:22][C:23]2[CH:28]=[CH:27][CH:26]=[CH:25][CH:24]=2)=[O:20])[CH:7]=1)=[O:5]. (6) Given the reactants [C:1]([O:5][CH3:6])(=[O:4])[CH2:2][SH:3].C([Li])CCC.Br[CH2:13][CH2:14][CH2:15][CH2:16][Cl:17].O, predict the reaction product. The product is: [CH3:6][O:5][C:1](=[O:4])[CH2:2][S:3][CH2:13][CH2:14][CH2:15][CH2:16][Cl:17].